Dataset: Full USPTO retrosynthesis dataset with 1.9M reactions from patents (1976-2016). Task: Predict the reactants needed to synthesize the given product. Given the product [F:14][C@@H:11]1[CH2:10][C@@H:9]([C:15](=[O:17])[NH:69][CH2:68][C:53]2[C:52]([F:51])=[CH:57][N:56]=[C:55]([C:58]3[CH:63]=[N:62][C:61]([C:64]([F:67])([F:66])[F:65])=[N:60][CH:59]=3)[CH:54]=2)[N:8]([C:6]([O:5][C:1]([CH3:2])([CH3:3])[CH3:4])=[O:7])[C@H:12]1[CH3:13], predict the reactants needed to synthesize it. The reactants are: [C:1]([O:5][C:6]([N:8]1[C@@H:12]([CH3:13])[C@H:11]([F:14])[CH2:10][C@H:9]1[C:15]([OH:17])=O)=[O:7])([CH3:4])([CH3:3])[CH3:2].CCN(C(C)C)C(C)C.CN(C(ON1N=NC2C=CC=NC1=2)=[N+](C)C)C.F[P-](F)(F)(F)(F)F.[F:51][C:52]1[C:53]([CH2:68][NH2:69])=[CH:54][C:55]([C:58]2[CH:59]=[N:60][C:61]([C:64]([F:67])([F:66])[F:65])=[N:62][CH:63]=2)=[N:56][CH:57]=1.